Dataset: Catalyst prediction with 721,799 reactions and 888 catalyst types from USPTO. Task: Predict which catalyst facilitates the given reaction. (1) Reactant: [C:1](Cl)(=[O:5])[C:2]([Cl:4])=[O:3].[F:7][C:8]1[CH:9]=[CH:10][C:11]([C:27]([F:30])([F:29])[F:28])=[C:12]([CH:26]=1)[C:13]([N:15]1[CH2:20][CH2:19][N:18](C(=O)C(O)=O)[CH2:17][CH2:16]1)=[O:14]. Product: [F:7][C:8]1[CH:9]=[CH:10][C:11]([C:27]([F:29])([F:28])[F:30])=[C:12]([CH:26]=1)[C:13]([N:15]1[CH2:16][CH2:17][N:18]([C:1](=[O:5])[C:2]([Cl:4])=[O:3])[CH2:19][CH2:20]1)=[O:14]. The catalyst class is: 59. (2) Reactant: [CH3:1][C:2]([CH3:12])([CH3:11])[C:3](=O)[CH2:4][C:5](OCC)=[O:6].O.[NH2:14][NH2:15]. Product: [C:2]([C:3]1[CH:4]=[C:5]([OH:6])[NH:15][N:14]=1)([CH3:12])([CH3:11])[CH3:1]. The catalyst class is: 8. (3) Reactant: C(OC(=O)[NH:7][C@H:8]([C:33]1[CH:38]=[CH:37][CH:36]=[CH:35][CH:34]=1)[CH2:9][CH2:10][N:11]1[CH2:16][CH2:15][CH:14]([N:17]([CH2:31][CH3:32])[C:18](=[O:30])[CH2:19][C:20]2[CH:25]=[CH:24][C:23]([S:26]([CH3:29])(=[O:28])=[O:27])=[CH:22][CH:21]=2)[CH2:13][CH2:12]1)(C)(C)C.[ClH:40]. The catalyst class is: 61. Product: [ClH:40].[ClH:40].[NH2:7][C@H:8]([C:33]1[CH:34]=[CH:35][CH:36]=[CH:37][CH:38]=1)[CH2:9][CH2:10][N:11]1[CH2:12][CH2:13][CH:14]([N:17]([CH2:31][CH3:32])[C:18](=[O:30])[CH2:19][C:20]2[CH:25]=[CH:24][C:23]([S:26]([CH3:29])(=[O:28])=[O:27])=[CH:22][CH:21]=2)[CH2:15][CH2:16]1. (4) Reactant: O[CH2:2][C@@H:3]1[N:8]([CH2:9][C:10]([OH:24])([C:12]2[CH:13]=[C:14]3[C:19](=[CH:20][CH:21]=2)[C:18](=[O:22])[O:17][C@@H:16]([CH3:23])[CH2:15]3)[CH3:11])[CH2:7][CH2:6][N:5]([C:25]([O:27][C:28]([CH3:31])([CH3:30])[CH3:29])=[O:26])[CH2:4]1.C(C=P(CCCC)(CCCC)CCCC)#N. Product: [CH3:11][C@:10]1([C:12]2[CH:13]=[C:14]3[C:19](=[CH:20][CH:21]=2)[C:18](=[O:22])[O:17][C@H:16]([CH3:23])[CH2:15]3)[O:24][CH2:2][C@@H:3]2[CH2:4][N:5]([C:25]([O:27][C:28]([CH3:31])([CH3:30])[CH3:29])=[O:26])[CH2:6][CH2:7][N:8]2[CH2:9]1. The catalyst class is: 48.